From a dataset of Reaction yield outcomes from USPTO patents with 853,638 reactions. Predict the reaction yield, written as a fraction of the theoretical maximum amount of product (1.0 means a 100% yield; for example, 0.34 means a 34% yield). (1) The reactants are [C:1]1([CH2:7][C:8]([OH:10])=O)[CH:6]=[CH:5][CH:4]=[CH:3][CH:2]=1.[O:11]([C:13]1[C:18]([O:19][CH3:20])=[CH:17][CH:16]=[CH:15][C:14]=1O)[CH3:12].N1CC[O:25][CH2:24]C1.C(OCC)(OCC)OCC. The catalyst is B(F)(F)F.CCOCC. The product is [CH3:12][O:11][C:13]1[C:18]([O:19][CH3:20])=[C:17]2[C:16]([C:24](=[O:25])[C:7]([C:1]3[CH:2]=[CH:3][CH:4]=[CH:5][CH:6]=3)=[CH:8][O:10]2)=[CH:15][CH:14]=1. The yield is 0.0600. (2) The reactants are [OH:1][C@@H:2]1[CH2:6][CH2:5][CH2:4][C@H:3]1[C:7]([O:9]C)=O.O.[NH2:12][NH2:13]. The catalyst is CC(O)C. The product is [OH:1][C@@H:2]1[CH2:6][CH2:5][CH2:4][C@H:3]1[C:7]([NH:12][NH2:13])=[O:9]. The yield is 0.590. (3) The reactants are [Br:1][C:2]1[CH:7]=[CH:6][C:5]([C:8]([NH2:11])([CH3:10])[CH3:9])=[CH:4][CH:3]=1.[C:12](O[C:12]([O:14][C:15]([CH3:18])([CH3:17])[CH3:16])=[O:13])([O:14][C:15]([CH3:18])([CH3:17])[CH3:16])=[O:13].C(N(CC)CC)C. The catalyst is C(Cl)Cl. The product is [Br:1][C:2]1[CH:3]=[CH:4][C:5]([C:8]([NH:11][C:12](=[O:13])[O:14][C:15]([CH3:18])([CH3:17])[CH3:16])([CH3:9])[CH3:10])=[CH:6][CH:7]=1. The yield is 0.850. (4) The reactants are Br[C:2]1[CH:3]=[CH:4][C:5]([F:17])=[C:6]([C:8]2[C:9]([C:15]#[N:16])=[C:10]([F:14])[CH:11]=[CH:12][CH:13]=2)[CH:7]=1.C([O-])(=O)C.[K+].[B:23]1([B:23]2[O:28][CH2:27][C:26]([CH3:30])([CH3:29])[CH2:25][O:24]2)[O:28][CH2:27][C:26]([CH3:30])([CH3:29])[CH2:25][O:24]1.CS(C)=O. The catalyst is O1CCOCC1.C1C=CC([PH+]([C]2[CH][CH][CH][CH]2)C2C=CC=CC=2)=CC=1.C1C=CC([PH+]([C]2[CH][CH][CH][CH]2)C2C=CC=CC=2)=CC=1.C(Cl)Cl.Cl[Pd]Cl.[Fe]. The product is [CH3:29][C:26]1([CH3:30])[CH2:27][O:28][B:23]([C:2]2[CH:3]=[CH:4][C:5]([F:17])=[C:6]([C:8]3[C:9]([C:15]#[N:16])=[C:10]([F:14])[CH:11]=[CH:12][CH:13]=3)[CH:7]=2)[O:24][CH2:25]1. The yield is 0.950. (5) The reactants are [CH3:1][O:2][C:3]1[C:8]2[N:9]=[C:10]([NH:12][C:13](=[O:23])[C:14]3[CH:19]=[CH:18][C:17]([CH2:20][NH:21][CH3:22])=[CH:16][CH:15]=3)[S:11][C:7]=2[C:6]([N:24]2[CH2:29][CH2:28][O:27][CH2:26][CH2:25]2)=[CH:5][CH:4]=1.[CH3:30][O:31][CH2:32][C:33](Cl)=[O:34]. No catalyst specified. The product is [CH3:30][O:31][CH2:32][C:33]([N:21]([CH2:20][C:17]1[CH:16]=[CH:15][C:14]([C:13]([NH:12][C:10]2[S:11][C:7]3[C:6]([N:24]4[CH2:25][CH2:26][O:27][CH2:28][CH2:29]4)=[CH:5][CH:4]=[C:3]([O:2][CH3:1])[C:8]=3[N:9]=2)=[O:23])=[CH:19][CH:18]=1)[CH3:22])=[O:34]. The yield is 0.830.